Dataset: Reaction yield outcomes from USPTO patents with 853,638 reactions. Task: Predict the reaction yield, written as a fraction of the theoretical maximum amount of product (1.0 means a 100% yield; for example, 0.34 means a 34% yield). (1) The reactants are [Br:1][C:2]1[C:7]2[NH:8][C:9](Cl)=[N:10][C:6]=2[CH:5]=[C:4]([C:12]([F:15])([F:14])[F:13])[CH:3]=1.[NH2:16][C:17]1[CH:26]=[CH:25][CH:24]=[C:23]2[C:18]=1[CH:19]=[CH:20][C:21]([OH:27])=[CH:22]2. The yield is 0.570. No catalyst specified. The product is [Br:1][C:2]1[C:7]2[NH:8][C:9]([NH:16][C:17]3[CH:26]=[CH:25][CH:24]=[C:23]4[C:18]=3[CH:19]=[CH:20][C:21]([OH:27])=[CH:22]4)=[N:10][C:6]=2[CH:5]=[C:4]([C:12]([F:15])([F:14])[F:13])[CH:3]=1. (2) The reactants are Br[C:2]1[CH:7]=[CH:6][C:5]([Br:8])=[CH:4][N:3]=1.[NH:9]1[CH2:14][CH2:13][O:12][CH2:11][CH2:10]1.C(=O)([O-])[O-].[Cs+].[Cs+]. The catalyst is C1(C)C=CC=CC=1.C1C=CC(/C=C/C(/C=C/C2C=CC=CC=2)=O)=CC=1.C1C=CC(/C=C/C(/C=C/C2C=CC=CC=2)=O)=CC=1.C1C=CC(/C=C/C(/C=C/C2C=CC=CC=2)=O)=CC=1.[Pd].[Pd].C1(P(C2C=CC=CC=2)C2C=CC3C(=CC=CC=3)C=2C2C3C(=CC=CC=3)C=CC=2P(C2C=CC=CC=2)C2C=CC=CC=2)C=CC=CC=1. The product is [Br:8][C:5]1[CH:6]=[CH:7][C:2]([N:9]2[CH2:14][CH2:13][O:12][CH2:11][CH2:10]2)=[N:3][CH:4]=1. The yield is 0.600. (3) The reactants are O.NN.[CH3:4][O:5][C:6]1[N:11]=[C:10]([CH2:12][CH2:13][N:14]2C(=O)C3C(=CC=CC=3)C2=O)[CH:9]=[CH:8][CH:7]=1. The yield is 0.920. The product is [CH3:4][O:5][C:6]1[N:11]=[C:10]([CH2:12][CH2:13][NH2:14])[CH:9]=[CH:8][CH:7]=1. The catalyst is CCO. (4) The reactants are FC(F)(F)S(O[C:7]1[C:12]2[N:13]([CH:21]3[CH2:25][CH2:24][CH2:23][CH2:22]3)[C:14]3[N:15]=[C:16]([NH2:20])[N:17]=[CH:18][C:19]=3[C:11]=2[CH:10]=[CH:9][N:8]=1)(=O)=O.[CH2:28]1COCC1.C[Mg]Br. The catalyst is CN1CCCC1=O. The product is [CH:21]1([N:13]2[C:14]3[N:15]=[C:16]([NH2:20])[N:17]=[CH:18][C:19]=3[C:11]3[CH:10]=[CH:9][N:8]=[C:7]([CH3:28])[C:12]2=3)[CH2:25][CH2:24][CH2:23][CH2:22]1. The yield is 0.540. (5) The reactants are [C:1]([O:4][CH:5]1[CH:10]([CH3:11])[CH2:9][C:8]([C:12]2[CH:17]=[CH:16][N:15]=[CH:14][C:13]=2[N+:18]([O-])=O)=[CH:7][CH:6]1[NH:21][C:22]([O:24][C:25]([CH3:28])([CH3:27])[CH3:26])=[O:23])(=[O:3])[CH3:2]. The catalyst is CO.CCOC(C)=O.[Pd]. The product is [C:1]([O:4][CH:5]1[CH:10]([CH3:11])[CH2:9][CH:8]([C:12]2[CH:17]=[CH:16][N:15]=[CH:14][C:13]=2[NH2:18])[CH2:7][CH:6]1[NH:21][C:22]([O:24][C:25]([CH3:26])([CH3:28])[CH3:27])=[O:23])(=[O:3])[CH3:2]. The yield is 0.590. (6) The reactants are [OH:1][C:2]1[CH:3]=[C:4]2[C:8](=[CH:9][CH:10]=1)[NH:7][C:6]([CH:11]1[CH2:13][CH:12]1[C:14]([O:16][CH2:17][CH3:18])=[O:15])=[CH:5]2.[CH2:28](P([CH2:28][CH2:29][CH2:30][CH3:31])[CH2:28][CH2:29][CH2:30][CH3:31])[CH2:29][CH2:30][CH3:31].[N:33]([C:34]([N:36]1CC[CH2:39][CH2:38][CH2:37]1)=O)=[N:33][C:34]([N:36]1CC[CH2:39][CH2:38][CH2:37]1)=O. The catalyst is O1CCCC1. The product is [N:33]1[CH:28]=[CH:29][CH:30]=[CH:31][C:34]=1[NH:36][CH2:37][CH2:38][CH2:39][O:1][C:2]1[CH:3]=[C:4]2[C:8](=[CH:9][CH:10]=1)[NH:7][C:6]([CH:11]1[CH2:13][CH:12]1[C:14]([O:16][CH2:17][CH3:18])=[O:15])=[CH:5]2. The yield is 0.420.